Dataset: Peptide-MHC class II binding affinity with 134,281 pairs from IEDB. Task: Regression. Given a peptide amino acid sequence and an MHC pseudo amino acid sequence, predict their binding affinity value. This is MHC class II binding data. (1) The peptide sequence is NKELRLMYVNCVKKN. The MHC is HLA-DQA10401-DQB10402 with pseudo-sequence HLA-DQA10401-DQB10402. The binding affinity (normalized) is 0. (2) The peptide sequence is SQDLELSWFLNGLQAY. The MHC is HLA-DQA10301-DQB10302 with pseudo-sequence HLA-DQA10301-DQB10302. The binding affinity (normalized) is 0.612. (3) The peptide sequence is KKKCDTLLCDIGESSSS. The MHC is DRB1_1101 with pseudo-sequence DRB1_1101. The binding affinity (normalized) is 0.273. (4) The peptide sequence is PEDPEDSALLED. The MHC is DRB1_0101 with pseudo-sequence DRB1_0101. The binding affinity (normalized) is 0.00273.